From a dataset of Reaction yield outcomes from USPTO patents with 853,638 reactions. Predict the reaction yield, written as a fraction of the theoretical maximum amount of product (1.0 means a 100% yield; for example, 0.34 means a 34% yield). (1) The reactants are [CH3:1][C:2](C)([O-:4])[CH3:3].[K+].P(=O)([O-])OCC(=O)C(CC)CC.[F:19][C:20]([F:40])([F:39])[C:21]1[CH:38]=[CH:37][C:24]([C:25]([C:27]2[CH:32]=[CH:31][C:30]([C:33]([F:36])([F:35])[F:34])=[CH:29][CH:28]=2)=O)=[CH:23][CH:22]=1.[Cl-].[NH4+]. The catalyst is C1COCC1. The product is [F:19][C:20]([F:39])([F:40])[C:21]1[CH:22]=[CH:23][C:24]([C:25]([C:27]2[CH:32]=[CH:31][C:30]([C:33]([F:36])([F:34])[F:35])=[CH:29][CH:28]=2)=[CH:1][C:2](=[O:4])[CH3:3])=[CH:37][CH:38]=1. The yield is 0.810. (2) The reactants are Cl[C:2]1[CH:9]=[CH:8][C:5]([C:6]#[N:7])=[CH:4][N:3]=1.[CH3:10][N:11]([CH:19]1[CH2:24][CH2:23][NH:22][CH2:21][CH2:20]1)[C:12](=[O:18])[O:13][C:14]([CH3:17])([CH3:16])[CH3:15].C([O-])([O-])=O.[K+].[K+]. The catalyst is CN(C=O)C. The product is [C:14]([O:13][C:12](=[O:18])[N:11]([CH:19]1[CH2:20][CH2:21][N:22]([C:2]2[CH:9]=[CH:8][C:5]([C:6]#[N:7])=[CH:4][N:3]=2)[CH2:23][CH2:24]1)[CH3:10])([CH3:17])([CH3:15])[CH3:16]. The yield is 0.860. (3) The reactants are Br[C:2]1[C:3]([NH2:9])=[N:4][CH:5]=[C:6]([Br:8])[N:7]=1.C(N(C(C)C)CC)(C)C.[CH3:19][Si:20]([C:23]#[CH:24])([CH3:22])[CH3:21]. The catalyst is CN(C=O)C.[Cu]I.[Pd].C1(P(C2C=CC=CC=2)C2C=CC=CC=2)C=CC=CC=1.C1(P(C2C=CC=CC=2)C2C=CC=CC=2)C=CC=CC=1.C1(P(C2C=CC=CC=2)C2C=CC=CC=2)C=CC=CC=1.C1(P(C2C=CC=CC=2)C2C=CC=CC=2)C=CC=CC=1. The product is [Br:8][C:6]1[N:7]=[C:2]([C:24]#[C:23][Si:20]([CH3:22])([CH3:21])[CH3:19])[C:3]([NH2:9])=[N:4][CH:5]=1. The yield is 0.470. (4) The reactants are [Br:1][C:2]1[CH:3]=[CH:4][C:5]2[NH:6][C:7]3[C:12]([C:13]=2[CH:14]=1)=[CH:11][C:10]([Br:15])=[CH:9][CH:8]=3.C1(P(C2C=CC=CC=2)C2C=CC=CC=2)C=CC=CC=1.N([C:37]([O:39][CH2:40][CH3:41])=O)=N[C:37]([O:39][CH2:40][CH3:41])=O. The catalyst is C1COCC1. The product is [Br:15][C:10]1[CH:9]=[CH:8][C:7]2[N:6]([CH2:41][C@H:40]3[CH2:37][O:39]3)[C:5]3[C:13]([C:12]=2[CH:11]=1)=[CH:14][C:2]([Br:1])=[CH:3][CH:4]=3. The yield is 0.200. (5) The reactants are [NH2:1][C@@H:2]1[C:11]2[C:6](=[CH:7][CH:8]=[CH:9][CH:10]=2)[C@H:5]([OH:12])[CH2:4][CH2:3]1.[H-].[Na+].[CH3:15][C@H:16]1[CH2:21][CH2:20][CH2:19][C@@H:18]([CH3:22])[N:17]1[C:23]1[N:27]2[CH:28]=[C:29](F)[CH:30]=[CH:31][C:26]2=[N:25][N:24]=1.C. The catalyst is CN(C=O)C.CO.O. The product is [CH3:15][C@H:16]1[CH2:21][CH2:20][CH2:19][C@@H:18]([CH3:22])[N:17]1[C:23]1[N:27]2[CH:28]=[C:29]([O:12][C@H:5]3[C:6]4[C:11](=[CH:10][CH:9]=[CH:8][CH:7]=4)[C@@H:2]([NH2:1])[CH2:3][CH2:4]3)[CH:30]=[CH:31][C:26]2=[N:25][N:24]=1. The yield is 0.930. (6) The reactants are [CH3:1][NH:2][CH:3]1[CH2:8][CH2:7][CH2:6][CH:5]([C:9]2[C:17]3[C:12](=[CH:13][CH:14]=[C:15]([NH:18][C:19]([C:21]4[S:22][CH:23]=[CH:24][CH:25]=4)=[NH:20])[CH:16]=3)[NH:11][CH:10]=2)[CH2:4]1.[ClH:26]. The catalyst is CO. The product is [ClH:26].[ClH:26].[CH3:1][NH:2][CH:3]1[CH2:8][CH2:7][CH2:6][CH:5]([C:9]2[C:17]3[C:12](=[CH:13][CH:14]=[C:15]([NH:18][C:19]([C:21]4[S:22][CH:23]=[CH:24][CH:25]=4)=[NH:20])[CH:16]=3)[NH:11][CH:10]=2)[CH2:4]1. The yield is 0.970. (7) The reactants are CO[C:3](=[O:25])/[C:4](=[N:22]/[O:23][CH3:24])/[C:5](/[CH3:21])=[CH:6]\[CH2:7][O:8][C:9]1[CH:13]=[CH:12][N:11]([C:14]2[CH:19]=[CH:18][C:17]([Cl:20])=[CH:16][CH:15]=2)[N:10]=1.[CH3:26][NH2:27]. The catalyst is C1COCC1.O. The product is [CH3:26][NH:27][C:3](=[O:25])/[C:4](=[N:22]/[O:23][CH3:24])/[C:5](/[CH3:21])=[CH:6]\[CH2:7][O:8][C:9]1[CH:13]=[CH:12][N:11]([C:14]2[CH:15]=[CH:16][C:17]([Cl:20])=[CH:18][CH:19]=2)[N:10]=1. The yield is 1.00. (8) The reactants are CO[CH:3](OC)[CH2:4][C:5]1[C:6]([C:13]([NH2:15])=[O:14])=[N:7][CH:8]=[C:9]([O:11][CH3:12])[CH:10]=1.CC1C=CC(S(O)(=O)=O)=CC=1. The catalyst is C1(C)C=CC=CC=1. The product is [CH3:12][O:11][C:9]1[CH:8]=[N:7][C:6]2[C:13](=[O:14])[NH:15][CH:3]=[CH:4][C:5]=2[CH:10]=1. The yield is 0.920. (9) The reactants are C(N(CC)CC)C.[CH2:8]([O:10][C:11](Cl)=[O:12])[CH3:9].CN(C1C=CC=CN=1)C.[Si]([O:30][C:31]1[CH:36]=[C:35]([O:37][Si](C(C)(C)C)(C)C)[CH:34]=[CH:33][C:32]=1[C@H:45]1[CH2:50][CH2:49][C@H:48]([OH:51])[CH2:47][CH2:46]1)(C(C)(C)C)(C)C. The catalyst is ClCCl. The product is [C:11](=[O:12])([O:10][CH2:8][CH3:9])[O:51][C@H:48]1[CH2:47][CH2:46][C@H:45]([C:32]2[CH:33]=[CH:34][C:35]([OH:37])=[CH:36][C:31]=2[OH:30])[CH2:50][CH2:49]1. The yield is 0.0300.